This data is from Full USPTO retrosynthesis dataset with 1.9M reactions from patents (1976-2016). The task is: Predict the reactants needed to synthesize the given product. (1) Given the product [Cl:1][C:2]1[N:7]=[C:6]([C:8]([OH:14])=[O:9])[CH:5]=[CH:4][C:3]=1[O:10][CH:11]([CH3:13])[CH3:12], predict the reactants needed to synthesize it. The reactants are: [Cl:1][C:2]1[N:7]=[C:6]([CH2:8][OH:9])[CH:5]=[CH:4][C:3]=1[O:10][CH:11]([CH3:13])[CH3:12].[O-:14][Mn](=O)(=O)=O.[K+].O. (2) Given the product [OH:2][C:3]1[CH:8]=[C:7]([OH:9])[CH:6]=[CH:5][C:4]=1[C:11](=[O:23])[CH2:12][C:13]1[CH:22]=[CH:21][C:16]([C:17]([O:19][CH2:20][CH3:28])=[O:18])=[CH:15][CH:14]=1, predict the reactants needed to synthesize it. The reactants are: C[O:2][C:3]1[CH:8]=[C:7]([O:9]C)[CH:6]=[CH:5][C:4]=1[C:11](=[O:23])[CH2:12][C:13]1[CH:22]=[CH:21][C:16]([C:17]([O:19][CH3:20])=[O:18])=[CH:15][CH:14]=1.B(Br)(Br)Br.[CH2:28](Cl)Cl. (3) Given the product [F:1][C:2]1[CH:7]=[CH:6][C:5]([CH:8]2[CH2:13][CH2:12][N:11]([C:14]3[C:19]([C:20]#[N:21])=[C:18]([O:22][CH2:23][C:24]([F:27])([F:26])[F:25])[N:17]=[C:16]([NH:79][CH2:78][C:74]4[CH:73]=[N:72][CH:77]=[CH:76][CH:75]=4)[N:15]=3)[CH2:10][CH2:9]2)=[CH:4][CH:3]=1, predict the reactants needed to synthesize it. The reactants are: [F:1][C:2]1[CH:7]=[CH:6][C:5]([CH:8]2[CH2:13][CH2:12][N:11]([C:14]3[C:19]([C:20]#[N:21])=[C:18]([O:22][CH2:23][C:24]([F:27])([F:26])[F:25])[N:17]=[C:16](SC)[N:15]=3)[CH2:10][CH2:9]2)=[CH:4][CH:3]=1.ClC1C=CC=C(C(OO)=O)C=1.FC1C=CC(C2CCN(C3C(C#N)=C(OCC(F)(F)F)N=C(S(C)(=O)=O)N=3)CC2)=CC=1.[N:72]1[CH:77]=[CH:76][CH:75]=[C:74]([CH2:78][NH2:79])[CH:73]=1. (4) Given the product [CH:8]1([CH2:11][N:12]([C:17]2[C:26]3[C:21](=[CH:22][CH:23]=[CH:24][CH:25]=3)[C:20]([N+:27]([O-:29])=[O:28])=[CH:19][CH:18]=2)[CH2:13][CH2:14][CH3:15])[CH2:10][CH2:9]1, predict the reactants needed to synthesize it. The reactants are: CN1CCOCC1.[CH:8]1([CH2:11][NH:12][CH2:13][CH2:14][CH3:15])[CH2:10][CH2:9]1.Cl[C:17]1[C:26]2[C:21](=[CH:22][CH:23]=[CH:24][CH:25]=2)[C:20]([N+:27]([O-:29])=[O:28])=[CH:19][CH:18]=1.C(N=C=O)C1C=CC=CC=1.[N-]=C=O.C(F)(F)(C(F)(F)C(F)(F)F)C(F)(F)C(F)(F)N(C(F)(F)C(F)(F)C(F)(F)C(F)(F)C(F)(F)F)C(F)(F)C(F)(F)C(F)(F)C(F)(F)C(F)(F)F.C(O)C(N)(CO)CO. (5) Given the product [F:20][C:21]([F:26])([F:25])[C:22]([OH:24])=[O:23].[F:18][C:9]1([C:11]2[CH:16]=[CH:15][CH:14]=[CH:13][C:12]=2[F:17])[CH2:10][CH:8]1[NH2:7], predict the reactants needed to synthesize it. The reactants are: C(OC(=O)[NH:7][CH:8]1[CH2:10][C:9]1([F:18])[C:11]1[CH:16]=[CH:15][CH:14]=[CH:13][C:12]=1[F:17])(C)(C)C.[F:20][C:21]([F:26])([F:25])[C:22]([OH:24])=[O:23].FC1C=C(F)C=CC=1C1CC1N. (6) The reactants are: [NH2:1][C:2]1[C:3]([C:16]([O:18][CH2:19][CH3:20])=[O:17])=[N:4][CH:5]=[C:6]([CH2:8][C:9]2[CH:14]=[CH:13][C:12]([F:15])=[CH:11][CH:10]=2)[CH:7]=1.[O:21]=[S:22]1(=[O:30])[CH2:26][CH2:25][CH2:24][N:23]1[CH2:27][CH:28]=O. Given the product [O:21]=[S:22]1(=[O:30])[CH2:26][CH2:25][CH2:24][N:23]1[CH2:27][CH2:28][NH:1][C:2]1[C:3]([C:16]([O:18][CH2:19][CH3:20])=[O:17])=[N:4][CH:5]=[C:6]([CH2:8][C:9]2[CH:10]=[CH:11][C:12]([F:15])=[CH:13][CH:14]=2)[CH:7]=1, predict the reactants needed to synthesize it. (7) The reactants are: [NH:1]1[CH2:6][CH2:5][CH2:4][C:3]2([C:14]3[C:9](=[CH:10][CH:11]=[CH:12][CH:13]=3)[NH:8][C:7]2=[O:15])[CH2:2]1.[CH3:16][C:17]([CH3:19])=O.C. Given the product [CH:17]([N:1]1[CH2:6][CH2:5][CH2:4][C:3]2([C:14]3[C:9](=[CH:10][CH:11]=[CH:12][CH:13]=3)[NH:8][C:7]2=[O:15])[CH2:2]1)([CH3:19])[CH3:16], predict the reactants needed to synthesize it.